Dataset: Catalyst prediction with 721,799 reactions and 888 catalyst types from USPTO. Task: Predict which catalyst facilitates the given reaction. Reactant: [CH2:1]([NH:8][C:9](=[O:26])[CH2:10][C:11]1[CH:16]=[CH:15][C:14]([SiH:17]([C:22]([CH3:25])([CH3:24])[CH3:23])[C:18]([CH3:21])([CH3:20])[CH3:19])=[CH:13][CH:12]=1)[C:2]1[CH:7]=[CH:6][CH:5]=[CH:4][CH:3]=1.C(O)(=O)C.[F-:31].[K+]. Product: [CH2:1]([NH:8][C:9](=[O:26])[CH2:10][C:11]1[CH:12]=[CH:13][C:14]([Si:17]([C:22]([CH3:25])([CH3:24])[CH3:23])([C:18]([CH3:20])([CH3:19])[CH3:21])[F:31])=[CH:15][CH:16]=1)[C:2]1[CH:3]=[CH:4][CH:5]=[CH:6][CH:7]=1. The catalyst class is: 1.